This data is from Reaction yield outcomes from USPTO patents with 853,638 reactions. The task is: Predict the reaction yield, written as a fraction of the theoretical maximum amount of product (1.0 means a 100% yield; for example, 0.34 means a 34% yield). (1) The reactants are [S:1]1[C:5]2[CH:6]=[C:7]([N:10]3[CH2:14][CH2:13][N:12]([C:15]4[CH:16]=[N:17][CH:18]=[CH:19][C:20]=4Cl)[C:11]3=[O:22])[CH:8]=[CH:9][C:4]=2[N:3]=[CH:2]1.[CH3:23][O-:24].[Na+].CO. The catalyst is O1CCOCC1.C(Cl)(Cl)Cl. The product is [S:1]1[C:5]2[CH:6]=[C:7]([N:10]3[CH2:14][CH2:13][N:12]([C:15]4[CH:16]=[N:17][CH:18]=[CH:19][C:20]=4[O:24][CH3:23])[C:11]3=[O:22])[CH:8]=[CH:9][C:4]=2[N:3]=[CH:2]1. The yield is 0.317. (2) The reactants are [O:1]1[C:5]([C:6]2[CH:14]=[CH:13][C:9]([C:10](O)=[O:11])=[CH:8][CH:7]=2)=[CH:4][N:3]=[CH:2]1.CC[N:17](CC)CC.ClC(OCC(C)C)=O.[NH4+].[OH-]. The catalyst is C1COCC1. The product is [O:1]1[C:5]([C:6]2[CH:14]=[CH:13][C:9]([C:10]([NH2:17])=[O:11])=[CH:8][CH:7]=2)=[CH:4][N:3]=[CH:2]1. The yield is 0.480. (3) The reactants are Cl[C:2]1[N:6]([CH2:7][CH2:8][CH2:9][C:10]([O:12][CH2:13][CH3:14])=[O:11])[C:5]2[C:15]([CH:20]([CH2:23][CH3:24])[CH2:21][CH3:22])=[CH:16][CH:17]=[C:18]([Cl:19])[C:4]=2[N:3]=1.[Cl:25][C:26]1[CH:27]=[C:28]([CH:30]=[C:31]([Cl:33])[CH:32]=1)[NH2:29].O.C1(C)C=CC(S(O)(=O)=O)=CC=1.C(=O)(O)[O-].[Na+]. The catalyst is CN1CCCC1=O. The product is [Cl:19][C:18]1[C:4]2[N:3]=[C:2]([NH:29][C:28]3[CH:27]=[C:26]([Cl:25])[CH:32]=[C:31]([Cl:33])[CH:30]=3)[N:6]([CH2:7][CH2:8][CH2:9][C:10]([O:12][CH2:13][CH3:14])=[O:11])[C:5]=2[C:15]([CH:20]([CH2:23][CH3:24])[CH2:21][CH3:22])=[CH:16][CH:17]=1. The yield is 0.400. (4) The reactants are [CH2:1]([C:4]1[C:8]([CH2:9][CH2:10][CH2:11][OH:12])=[CH:7][N:6]([C:13]2[CH:18]=[CH:17][C:16]([C:19]([F:22])([F:21])[F:20])=[CH:15][CH:14]=2)[N:5]=1)[CH2:2][CH3:3].O[C:24]1[C:29]([O:30][CH3:31])=[CH:28][CH:27]=[CH:26][C:25]=1[CH2:32][C:33]([O:35]C)=[O:34].C(P(CCCC)CCCC)CCC.N(C(N1CCCCC1)=O)=NC(N1CCCCC1)=O. The catalyst is O1CCCC1. The product is [CH3:31][O:30][C:29]1[C:24]([O:12][CH2:11][CH2:10][CH2:9][C:8]2[C:4]([CH2:1][CH2:2][CH3:3])=[N:5][N:6]([C:13]3[CH:14]=[CH:15][C:16]([C:19]([F:21])([F:22])[F:20])=[CH:17][CH:18]=3)[CH:7]=2)=[C:25]([CH2:32][C:33]([OH:35])=[O:34])[CH:26]=[CH:27][CH:28]=1. The yield is 0.740. (5) The reactants are [F:1][C:2]1[C:3]([CH2:24][NH:25][CH3:26])=[CH:4][N:5]([S:14]([C:17]2[CH:18]=[N:19][CH:20]=[CH:21][C:22]=2[CH3:23])(=[O:16])=[O:15])[C:6]=1[C:7]1[C:8]([F:13])=[N:9][CH:10]=[CH:11][CH:12]=1.[C:27]([OH:34])(=[O:33])/[CH:28]=[CH:29]/[C:30]([OH:32])=[O:31]. The catalyst is C(OCC)(=O)C.C(O)C. The product is [C:27]([OH:34])(=[O:33])/[CH:28]=[CH:29]/[C:30]([OH:32])=[O:31].[F:1][C:2]1[C:3]([CH2:24][NH:25][CH3:26])=[CH:4][N:5]([S:14]([C:17]2[CH:18]=[N:19][CH:20]=[CH:21][C:22]=2[CH3:23])(=[O:16])=[O:15])[C:6]=1[C:7]1[C:8]([F:13])=[N:9][CH:10]=[CH:11][CH:12]=1. The yield is 0.810. (6) The yield is 0.730. The product is [O:19]=[C:13]1[CH:12]([N:5]2[C:4](=[O:20])[C:3]3[C:7](=[CH:8][CH:9]=[CH:10][C:2]=3[NH:1][C:28](=[O:29])[C:27]3[CH:26]=[CH:25][C:24]([N+:21]([O-:23])=[O:22])=[CH:32][CH:31]=3)[C:6]2=[O:11])[CH2:17][CH2:16][C:15](=[O:18])[NH:14]1. The reactants are [NH2:1][C:2]1[CH:10]=[CH:9][CH:8]=[C:7]2[C:3]=1[C:4](=[O:20])[N:5]([CH:12]1[CH2:17][CH2:16][C:15](=[O:18])[NH:14][C:13]1=[O:19])[C:6]2=[O:11].[N+:21]([C:24]1[CH:32]=[CH:31][C:27]([C:28](Cl)=[O:29])=[CH:26][CH:25]=1)([O-:23])=[O:22].CO. The catalyst is C1COCC1. (7) The reactants are [F:1][C:2]1[O:6][C:5]2[CH:7]=[C:8]([CH3:18])[C:9]([C:11]3[CH:12]=[CH:13][C:14]([NH2:17])=[N:15][CH:16]=3)=[CH:10][C:4]=2[CH:3]=1.[F:19][C:20]1[CH:28]=[CH:27][CH:26]=[C:25]([F:29])[C:21]=1[C:22](Cl)=[O:23].CCN(C(C)C)C(C)C.C([O-])(O)=O.[Na+].C(Cl)Cl. The catalyst is C(Cl)Cl. The product is [F:19][C:20]1[CH:28]=[CH:27][CH:26]=[C:25]([F:29])[C:21]=1[C:22]([NH:17][C:14]1[CH:13]=[CH:12][C:11]([C:9]2[C:8]([CH3:18])=[CH:7][C:5]3[O:6][C:2]([F:1])=[CH:3][C:4]=3[CH:10]=2)=[CH:16][N:15]=1)=[O:23]. The yield is 0.686. (8) The reactants are C([BH3-])#N.[Na+].[I:5][C:6]1[CH:7]=[C:8]2[C:12](=[CH:13][CH:14]=1)[NH:11][CH:10]=[CH:9]2.[C:15](O[C:15]([O:17][C:18]([CH3:21])([CH3:20])[CH3:19])=[O:16])([O:17][C:18]([CH3:21])([CH3:20])[CH3:19])=[O:16].C(=O)(O)[O-].[Na+].Cl.C(N)C1C=CC=CC=1. The catalyst is C(O)(=O)C.O1CCCC1. The product is [I:5][C:6]1[CH:7]=[C:8]2[C:12](=[CH:13][CH:14]=1)[N:11]([C:15]([O:17][C:18]([CH3:21])([CH3:20])[CH3:19])=[O:16])[CH2:10][CH2:9]2. The yield is 0.450. (9) The reactants are N[C:2]1[CH:7]=[CH:6][C:5]([NH:8][C:9]2[C:18]3[C:17](=[O:19])[NH:16][CH:15]=[N:14][C:13]=3[N:12]([CH3:20])[C:11](=[O:21])[C:10]=2[CH3:22])=[C:4]([F:23])[CH:3]=1.Cl.N([O-])=O.[Na+].[I-:29].[K+]. The catalyst is C(O)(=O)C.O.II. The product is [F:23][C:4]1[CH:3]=[C:2]([I:29])[CH:7]=[CH:6][C:5]=1[NH:8][C:9]1[C:18]2[C:17](=[O:19])[NH:16][CH:15]=[N:14][C:13]=2[N:12]([CH3:20])[C:11](=[O:21])[C:10]=1[CH3:22]. The yield is 0.510. (10) The reactants are [CH3:1][O:2][C:3]1[CH:8]=[CH:7][C:6]([C:9]2[CH:10]=[C:11]3[C:16](=[CH:17][CH:18]=2)[CH:15]([C:19](OCC)=[O:20])[C:14](=O)[CH2:13][CH2:12]3)=[CH:5][CH:4]=1.[NH:25]([C:27]1[CH:32]=[CH:31][CH:30]=[CH:29][N:28]=1)[NH2:26]. No catalyst specified. The product is [CH3:1][O:2][C:3]1[CH:4]=[CH:5][C:6]([C:9]2[CH:18]=[CH:17][C:16]3[C:15]4[C:14]([CH2:13][CH2:12][C:11]=3[CH:10]=2)=[N:26][N:25]([C:27]2[CH:32]=[CH:31][CH:30]=[CH:29][N:28]=2)[C:19]=4[OH:20])=[CH:7][CH:8]=1. The yield is 0.280.